The task is: Predict the product of the given reaction.. This data is from Forward reaction prediction with 1.9M reactions from USPTO patents (1976-2016). Given the reactants ClC1C=C2C(=CC=1)C(O)=CC(C)=C2.BrC1C=CC(CC(=O)C)=CC=1.[Br:25][C:26]1[CH:35]=[C:34]2[C:29]([CH:30]=[C:31]([CH3:37])[CH:32]=[C:33]2[OH:36])=[CH:28][CH:27]=1.[C:38]([O:42][CH2:43][CH3:44])(=[O:41])[CH:39]=[O:40], predict the reaction product. The product is: [Br:25][C:26]1[CH:35]=[C:34]2[C:29]([CH:30]=[C:31]([CH3:37])[CH:32]=[C:33]2[OH:36])=[CH:28][CH:27]=1.[Br:25][C:26]1[CH:35]=[C:34]2[C:29]([CH:30]=[C:31]([CH3:37])[C:32]([CH:39]([OH:40])[C:38]([O:42][CH2:43][CH3:44])=[O:41])=[C:33]2[OH:36])=[CH:28][CH:27]=1.